Dataset: Reaction yield outcomes from USPTO patents with 853,638 reactions. Task: Predict the reaction yield, written as a fraction of the theoretical maximum amount of product (1.0 means a 100% yield; for example, 0.34 means a 34% yield). (1) The reactants are [CH3:1][C:2]1([CH3:20])[CH2:6][C:5]2[C:7]([CH3:19])=[C:8]([N:13]3[CH2:18][CH2:17][NH:16][CH2:15][CH2:14]3)[C:9]([CH3:12])=[C:10]([CH3:11])[C:4]=2[O:3]1.Br[C:22]1[CH:27]=[CH:26][C:25]([Cl:28])=[C:24]([O:29][CH3:30])[CH:23]=1. No catalyst specified. The product is [Cl:28][C:25]1[CH:26]=[CH:27][C:22]([N:16]2[CH2:15][CH2:14][N:13]([C:8]3[C:9]([CH3:12])=[C:10]([CH3:11])[C:4]4[O:3][C:2]([CH3:20])([CH3:1])[CH2:6][C:5]=4[C:7]=3[CH3:19])[CH2:18][CH2:17]2)=[CH:23][C:24]=1[O:29][CH3:30]. The yield is 0.240. (2) The reactants are [Br:1][C:2]1[CH:3]=[CH:4][C:5]([O:20]C)=[C:6]([S:8]([NH:11][C:12]2[CH:17]=[C:16]([Cl:18])[CH:15]=[C:14]([Cl:19])[CH:13]=2)(=[O:10])=[O:9])[CH:7]=1.[I-].[Li+].N1C(C)=CC(C)=CC=1C.Cl. No catalyst specified. The product is [Br:1][C:2]1[CH:3]=[CH:4][C:5]([OH:20])=[C:6]([S:8]([NH:11][C:12]2[CH:17]=[C:16]([Cl:18])[CH:15]=[C:14]([Cl:19])[CH:13]=2)(=[O:10])=[O:9])[CH:7]=1. The yield is 0.453. (3) The reactants are [CH3:1][NH:2][CH2:3][C:4]1[S:8][C:7]2[CH:9]=[CH:10][CH:11]=[CH:12][C:6]=2[C:5]=1[CH3:13].CNCC1C=CC2C(=CC=CC=2)C=1CCC.[ClH:30].[N:31]1([CH2:37][CH2:38][CH2:39][N:40]2[CH2:46][C:45]3[CH:47]=[C:48](/[CH:51]=[CH:52]/[C:53](O)=[O:54])[CH:49]=[N:50][C:44]=3[NH:43][C:42](=[O:56])[CH2:41]2)[CH2:36][CH2:35][O:34][CH2:33][CH2:32]1.Cl.CN1CC2C=C(/C=C/C(O)=O)C=NC=2NC(=O)C1. No catalyst specified. The product is [ClH:30].[CH3:1][N:2]([CH2:3][C:4]1[S:8][C:7]2[CH:9]=[CH:10][CH:11]=[CH:12][C:6]=2[C:5]=1[CH3:13])[C:53](=[O:54])/[CH:52]=[CH:51]/[C:48]1[CH:49]=[N:50][C:44]2[NH:43][C:42](=[O:56])[CH2:41][N:40]([CH2:39][CH2:38][CH2:37][N:31]3[CH2:32][CH2:33][O:34][CH2:35][CH2:36]3)[CH2:46][C:45]=2[CH:47]=1. The yield is 0.560. (4) The reactants are [OH:1][CH2:2][CH2:3][CH2:4][N:5]1[CH:9]=[C:8]([C:10]2[CH:11]=[CH:12][C:13]([NH:21][C:22]3[C:27]([C:28]([F:31])([F:30])[F:29])=[CH:26][N:25]=[C:24]([NH:32][C:33]4[CH:47]=[CH:46][C:36]([CH2:37][P:38](=[O:45])([O:42][CH2:43][CH3:44])[O:39][CH2:40][CH3:41])=[CH:35][C:34]=4[O:48][CH3:49])[N:23]=3)=[C:14]3[C:18]=2[CH2:17][N:16](C)[C:15]3=[O:20])[CH:7]=[N:6]1.NC1C(C(NC)=O)=C([F:61])C(C2C=NN(CCCO)C=2)=CC=1. No catalyst specified. The product is [F:61][C:18]1[C:14]([C:15](=[O:20])[NH:16][CH3:17])=[C:13]([NH:21][C:22]2[C:27]([C:28]([F:30])([F:31])[F:29])=[CH:26][N:25]=[C:24]([NH:32][C:33]3[CH:47]=[CH:46][C:36]([CH2:37][P:38](=[O:45])([O:42][CH2:43][CH3:44])[O:39][CH2:40][CH3:41])=[CH:35][C:34]=3[O:48][CH3:49])[N:23]=2)[CH:12]=[CH:11][C:10]=1[C:8]1[CH:7]=[N:6][N:5]([CH2:4][CH2:3][CH2:2][OH:1])[CH:9]=1. The yield is 0.300. (5) The reactants are [Br:1][C:2]1[CH:24]=[CH:23][C:5]2[C:6]3[N:10](CCO[C:4]=2[CH:3]=1)[CH:9]=[C:8]([C:14]1[N:15]([CH:20]([CH3:22])[CH3:21])[N:16]=[C:17]([CH3:19])[N:18]=1)[N:7]=3.Cl.BrC1C=CC(C(N)=N)=C([F:36])C=1.C(=O)([O-])O.[K+].BrCC(C1N(C(C)C)N=C(C)N=1)=O. The yield is 0.790. The product is [Br:1][C:2]1[CH:24]=[CH:23][C:5]([C:6]2[NH:10][CH:9]=[C:8]([C:14]3[N:15]([CH:20]([CH3:22])[CH3:21])[N:16]=[C:17]([CH3:19])[N:18]=3)[N:7]=2)=[C:4]([F:36])[CH:3]=1. The catalyst is C1COCC1.O. (6) The reactants are [CH3:1][O:2][C:3]1[CH:4]=[C:5]([C:19]2[CH:20]=[C:21]3[C:27]([C:28]4[CH:29]=[CH:30][C:31]([OH:34])=[N:32][CH:33]=4)=[CH:26][NH:25][C:22]3=[N:23][CH:24]=2)[CH:6]=[CH:7][C:8]=1[O:9]CC1C=CC(OC)=CC=1.C1(S)C=CC=CC=1.C(O)(C(F)(F)F)=O. The catalyst is ClCCl. The product is [OH:9][C:8]1[CH:7]=[CH:6][C:5]([C:19]2[CH:20]=[C:21]3[C:27]([C:28]4[CH:29]=[CH:30][C:31]([OH:34])=[N:32][CH:33]=4)=[CH:26][NH:25][C:22]3=[N:23][CH:24]=2)=[CH:4][C:3]=1[O:2][CH3:1]. The yield is 0.800. (7) The yield is 0.920. The reactants are [CH2:1]([NH2:13])[CH2:2][CH2:3][CH2:4][CH2:5][CH2:6][CH2:7][CH2:8][CH2:9][CH2:10][CH2:11][CH3:12].[C:14]([OH:18])(=[O:17])[CH:15]=[CH2:16]. No catalyst specified. The product is [CH2:1]([NH:13][CH2:16][CH2:15][C:14]([OH:18])=[O:17])[CH2:2][CH2:3][CH2:4][CH2:5][CH2:6][CH2:7][CH2:8][CH2:9][CH2:10][CH2:11][CH3:12]. (8) The reactants are Cl[C:2]1[N:3]=[CH:4][C:5]([C:8]#[N:9])=[N:6][CH:7]=1.[NH2:10][C@H:11]1[C:20]2[C:15](=[CH:16][CH:17]=[C:18]([C:21]3[CH2:22][CH2:23][O:24][CH2:25][CH:26]=3)[CH:19]=2)[N:14]([C:27](=[O:29])[CH3:28])[C@@H:13]([CH:30]2[CH2:32][CH2:31]2)[C@@H:12]1[CH3:33].CCN(C(C)C)C(C)C. The catalyst is CN1CCCC1=O. The product is [C:27]([N:14]1[C:15]2[C:20](=[CH:19][C:18]([C:21]3[CH2:22][CH2:23][O:24][CH2:25][CH:26]=3)=[CH:17][CH:16]=2)[C@H:11]([NH:10][C:2]2[N:3]=[CH:4][C:5]([C:8]#[N:9])=[N:6][CH:7]=2)[C@@H:12]([CH3:33])[C@@H:13]1[CH:30]1[CH2:32][CH2:31]1)(=[O:29])[CH3:28]. The yield is 0.431. (9) The reactants are Br[C:2]1[CH:7]=[CH:6][C:5]([Cl:8])=[CH:4][N:3]=1.C(=O)([O-])[O-].[Cs+].[Cs+].[F:15][C:16]1[C:21]([F:22])=[CH:20][C:19](B2OC(C)(C)C(C)(C)O2)=[CH:18][N:17]=1. The catalyst is O1CCOCC1.O. The product is [Cl:8][C:5]1[CH:6]=[CH:7][C:2]([C:19]2[CH:20]=[C:21]([F:22])[C:16]([F:15])=[N:17][CH:18]=2)=[N:3][CH:4]=1. The yield is 0.680.